From a dataset of Forward reaction prediction with 1.9M reactions from USPTO patents (1976-2016). Predict the product of the given reaction. (1) Given the reactants [Cl:1][C:2]1[CH:7]=[C:6]([F:8])[CH:5]=[CH:4][C:3]=1[C:9]1[NH:13][CH:12]=[C:11]([C:14]([O:16]C)=[O:15])[C:10]=1[CH3:18].[OH-].[Na+], predict the reaction product. The product is: [Cl:1][C:2]1[CH:7]=[C:6]([F:8])[CH:5]=[CH:4][C:3]=1[C:9]1[NH:13][CH:12]=[C:11]([C:14]([OH:16])=[O:15])[C:10]=1[CH3:18]. (2) Given the reactants [Cl:1][C:2]1[CH:3]=[CH:4][C:5]([O:25][CH2:26][C:27]2[CH:32]=[CH:31][C:30]([F:33])=[CH:29][CH:28]=2)=[C:6]([C:8]2[CH2:13][CH2:12][CH2:11][CH2:10][C:9]=2[C:14]2[N:19]=[C:18]([C:20]([O:22][CH2:23][CH3:24])=[O:21])[CH:17]=[CH:16][CH:15]=2)[CH:7]=1.[F:34]C1C=C(F)C=CC=1CBr, predict the reaction product. The product is: [Cl:1][C:2]1[CH:3]=[CH:4][C:5]([O:25][CH2:26][C:27]2[CH:28]=[CH:29][C:30]([F:33])=[CH:31][C:32]=2[F:34])=[C:6]([C:8]2[CH2:13][CH2:12][CH2:11][CH2:10][C:9]=2[C:14]2[N:19]=[C:18]([C:20]([O:22][CH2:23][CH3:24])=[O:21])[CH:17]=[CH:16][CH:15]=2)[CH:7]=1. (3) Given the reactants [Cl:1][C:2]1[CH:28]=[CH:27][C:26]([Cl:29])=[CH:25][C:3]=1[C:4]([NH:6][NH:7][C:8](=O)[C:9]1[CH:14]=[CH:13][C:12]([O:15][CH2:16][CH2:17][CH2:18][CH2:19][CH2:20][CH2:21][CH2:22][CH3:23])=[CH:11][CH:10]=1)=O.[CH3:30][O:31][C:32]1[CH:37]=[CH:36][C:35]([NH2:38])=[CH:34][CH:33]=1.P(Cl)(Cl)Cl, predict the reaction product. The product is: [Cl:1][C:2]1[CH:28]=[CH:27][C:26]([Cl:29])=[CH:25][C:3]=1[C:4]1[N:38]([C:35]2[CH:36]=[CH:37][C:32]([O:31][CH3:30])=[CH:33][CH:34]=2)[C:8]([C:9]2[CH:14]=[CH:13][C:12]([O:15][CH2:16][CH2:17][CH2:18][CH2:19][CH2:20][CH2:21][CH2:22][CH3:23])=[CH:11][CH:10]=2)=[N:7][N:6]=1.